Dataset: NCI-60 drug combinations with 297,098 pairs across 59 cell lines. Task: Regression. Given two drug SMILES strings and cell line genomic features, predict the synergy score measuring deviation from expected non-interaction effect. (1) Drug 1: C1CN1C2=NC(=NC(=N2)N3CC3)N4CC4. Drug 2: CN(C)N=NC1=C(NC=N1)C(=O)N. Cell line: SF-539. Synergy scores: CSS=58.4, Synergy_ZIP=3.19, Synergy_Bliss=-2.24, Synergy_Loewe=-28.5, Synergy_HSA=-0.310. (2) Drug 1: CC(C)(C#N)C1=CC(=CC(=C1)CN2C=NC=N2)C(C)(C)C#N. Drug 2: CCC1=C2CN3C(=CC4=C(C3=O)COC(=O)C4(CC)O)C2=NC5=C1C=C(C=C5)O. Cell line: NCI-H226. Synergy scores: CSS=4.50, Synergy_ZIP=-1.31, Synergy_Bliss=-2.17, Synergy_Loewe=-14.4, Synergy_HSA=-3.22.